From a dataset of Catalyst prediction with 721,799 reactions and 888 catalyst types from USPTO. Predict which catalyst facilitates the given reaction. (1) Reactant: C([Si](C)(C)[O:6][C:7]1[CH:8]=[C:9]([CH:49]=[CH:50][CH:51]=1)[CH2:10][C@H:11]1[C:36](=[O:37])[N:35]2[NH:38][C@@H:31]([CH2:32][CH2:33][CH2:34]2)[C:30](=[O:39])[O:29][CH2:28][C:27]2=[CH:40][C:23](=[CH:24][CH:25]=[N:26]2)[CH:22]=[CH:21][CH2:20][CH2:19][C@@H:18]([O:41][CH3:42])[C@@H:17]([CH3:43])[C:16](=[O:44])[NH:15][C@@H:14]([CH:45]([CH3:47])[CH3:46])[C:13](=[O:48])[NH:12]1)(C)(C)C.CCCC[N+](CCCC)(CCCC)CCCC.[F-]. Product: [OH:6][C:7]1[CH:8]=[C:9]([CH:49]=[CH:50][CH:51]=1)[CH2:10][C@H:11]1[C:36](=[O:37])[N:35]2[NH:38][C@@H:31]([CH2:32][CH2:33][CH2:34]2)[C:30](=[O:39])[O:29][CH2:28][C:27]2[CH:40]=[C:23]([CH:24]=[CH:25][N:26]=2)[CH:22]=[CH:21][CH2:20][CH2:19][C@@H:18]([O:41][CH3:42])[C@@H:17]([CH3:43])[C:16](=[O:44])[NH:15][C@@H:14]([CH:45]([CH3:47])[CH3:46])[C:13](=[O:48])[NH:12]1. The catalyst class is: 7. (2) Reactant: [C:1]12([CH2:11][NH:12][CH2:13][CH2:14][CH:15]([OH:17])[CH3:16])[CH2:10][CH:5]3[CH2:6][CH:7]([CH2:9][CH:3]([CH2:4]3)[CH2:2]1)[CH2:8]2.CCN(CC)CC.Cl[C:26](Cl)([O:28]C(=O)OC(Cl)(Cl)Cl)Cl. Product: [C:1]12([CH2:11][N:12]3[CH2:13][CH2:14][CH:15]([CH3:16])[O:17][C:26]3=[O:28])[CH2:10][CH:5]3[CH2:6][CH:7]([CH2:9][CH:3]([CH2:4]3)[CH2:2]1)[CH2:8]2. The catalyst class is: 2.